Task: Predict which catalyst facilitates the given reaction.. Dataset: Catalyst prediction with 721,799 reactions and 888 catalyst types from USPTO Reactant: CC(OC(/N=N/C(OC(C)C)=O)=O)C.[CH2:15]([O:17][C:18]([C:20]1[CH2:25][C@H:24]([NH:26][C:27]([O:29][C:30]([CH3:33])([CH3:32])[CH3:31])=[O:28])[C@@H:23]([NH:34][C:35](=[O:37])[CH3:36])[C@H:22](O)[CH:21]=1)=[O:19])[CH3:16].CCN(CC)CC.CCCCCC.C(OCC)(=O)C. Product: [C:35]([N:34]1[C@@H:22]2[C@H:23]1[C@@H:24]([NH:26][C:27]([O:29][C:30]([CH3:33])([CH3:32])[CH3:31])=[O:28])[CH2:25][C:20]([C:18]([O:17][CH2:15][CH3:16])=[O:19])=[CH:21]2)(=[O:37])[CH3:36]. The catalyst class is: 4.